From a dataset of Forward reaction prediction with 1.9M reactions from USPTO patents (1976-2016). Predict the product of the given reaction. (1) Given the reactants [N:1]1[CH:6]=[CH:5][CH:4]=[C:3]([C:7]2[C:8](=[O:33])[NH:9][C:10](=[O:32])[N:11]([CH2:13][CH2:14][CH2:15][N:16]3[CH2:21][C@H:20]4[C@:18]([C:22]5[CH:27]=[CH:26][C:25]([C:28]([F:31])([F:30])[F:29])=[CH:24][CH:23]=5)([CH2:19]4)[CH2:17]3)[CH:12]=2)[N:2]=1.[ClH:34].O1CCOCC1, predict the reaction product. The product is: [ClH:34].[ClH:34].[N:1]1[CH:6]=[CH:5][CH:4]=[C:3]([C:7]2[C:8](=[O:33])[NH:9][C:10](=[O:32])[N:11]([CH2:13][CH2:14][CH2:15][N:16]3[CH2:21][C@H:20]4[C@:18]([C:22]5[CH:27]=[CH:26][C:25]([C:28]([F:31])([F:29])[F:30])=[CH:24][CH:23]=5)([CH2:19]4)[CH2:17]3)[CH:12]=2)[N:2]=1. (2) Given the reactants F[C:2](F)(F)[C:3]([OH:5])=O.O=C1CC([O-])=C1.[CH:14]1([NH2+:20][CH:21]2[CH2:26][CH2:25][CH2:24][CH2:23]C2)[CH2:19]CCCC1.N1CCCCC1, predict the reaction product. The product is: [N:20]1([C:14]2[CH2:2][C:3](=[O:5])[CH:19]=2)[CH2:21][CH2:26][CH2:25][CH2:24][CH2:23]1. (3) Given the reactants [O:1]([CH2:9][CH:10]([F:12])[F:11])S(C(F)(F)F)(=O)=O.[Cl:13][C:14]1[CH:22]=[CH:21][C:20](O)=[C:19]2[C:15]=1[C:16](=[O:37])[N:17]([C:25]1[CH:30]=[CH:29][C:28]([CH2:31][C:32]([O:34][CH2:35][CH3:36])=[O:33])=[CH:27][CH:26]=1)[C:18]2=[O:24].C([O-])([O-])=O.[Na+].[Na+].O, predict the reaction product. The product is: [Cl:13][C:14]1[CH:22]=[CH:21][C:20]([O:1][CH2:9][CH:10]([F:12])[F:11])=[C:19]2[C:15]=1[C:16](=[O:37])[N:17]([C:25]1[CH:30]=[CH:29][C:28]([CH2:31][C:32]([O:34][CH2:35][CH3:36])=[O:33])=[CH:27][CH:26]=1)[C:18]2=[O:24]. (4) The product is: [Br:1][C:2]1[CH:3]=[CH:4][C:5]2[O:9][C:8]([C:10](=[O:12])[NH2:11])=[C:7]([NH:13][C:14]([C@H:16]3[CH2:17][CH2:38][C@H:37]([CH2:36][NH:35][C:28](=[O:29])[O:30][C:31]([CH3:32])([CH3:34])[CH3:33])[CH2:39][CH2:19]3)=[O:15])[C:6]=2[CH:27]=1. Given the reactants [Br:1][C:2]1[CH:3]=[CH:4][C:5]2[O:9][C:8]([C:10](=[O:12])[NH2:11])=[C:7]([NH:13][C:14]([CH:16]3[CH2:19]N(C(OC(C)(C)C)=O)[CH2:17]3)=[O:15])[C:6]=2[CH:27]=1.[C:28]([N:35]1[CH2:38][CH:37]([C:39](O)=O)[CH2:36]1)([O:30][C:31]([CH3:34])([CH3:33])[CH3:32])=[O:29], predict the reaction product.